Dataset: Catalyst prediction with 721,799 reactions and 888 catalyst types from USPTO. Task: Predict which catalyst facilitates the given reaction. Reactant: [NH:1]1[C:5]([C:6]2[CH:15]=[CH:14][C:13]3[C:8](=[CH:9][CH:10]=[C:11]([CH2:16][OH:17])[CH:12]=3)[N:7]=2)=[CH:4][CH:3]=[N:2]1.C([O-])([O-])=O.[K+].[K+].Br[CH2:25][CH3:26]. Product: [CH2:25]([N:2]1[CH:3]=[CH:4][C:5]([C:6]2[CH:15]=[CH:14][C:13]3[C:8](=[CH:9][CH:10]=[C:11]([CH2:16][OH:17])[CH:12]=3)[N:7]=2)=[N:1]1)[CH3:26]. The catalyst class is: 31.